Dataset: Forward reaction prediction with 1.9M reactions from USPTO patents (1976-2016). Task: Predict the product of the given reaction. Given the reactants [F:1][C:2]1[CH:10]=[C:9]2[C:5]([C:6]([C:12]3[N:17]=[C:16]4[C:18]([C:21]([OH:23])=O)=[CH:19][NH:20][C:15]4=[N:14][CH:13]=3)=[N:7][N:8]2[CH3:11])=[CH:4][CH:3]=1.[NH2:24][C:25]([CH3:29])([CH3:28])[C:26]#[N:27].CN(C(ON1N=NC2C=CC=NC1=2)=[N+](C)C)C.F[P-](F)(F)(F)(F)F.CCN(C(C)C)C(C)C, predict the reaction product. The product is: [C:26]([C:25]([NH:24][C:21]([C:18]1[C:16]2=[N:17][C:12]([C:6]3[C:5]4[C:9](=[CH:10][C:2]([F:1])=[CH:3][CH:4]=4)[N:8]([CH3:11])[N:7]=3)=[CH:13][N:14]=[C:15]2[NH:20][CH:19]=1)=[O:23])([CH3:29])[CH3:28])#[N:27].